From a dataset of Full USPTO retrosynthesis dataset with 1.9M reactions from patents (1976-2016). Predict the reactants needed to synthesize the given product. (1) Given the product [F:12][C:13]1[CH:18]=[CH:17][CH:16]=[CH:15][C:14]=1[C:2]1[CH:10]=[CH:9][CH:8]=[C:7]2[C:3]=1[C:4]([NH2:11])=[N:5][NH:6]2, predict the reactants needed to synthesize it. The reactants are: Cl[C:2]1[CH:10]=[CH:9][CH:8]=[C:7]2[C:3]=1[C:4]([NH2:11])=[N:5][NH:6]2.[F:12][C:13]1[CH:18]=[CH:17][CH:16]=[CH:15][C:14]=1B(O)O.P([O-])([O-])([O-])=O.[K+].[K+].[K+]. (2) Given the product [CH2:1]([O:3][C@H:4]([CH2:8][C:9]1[CH:14]=[CH:13][C:12]([O:15][CH2:16][C:17]([C:19]2[CH:24]=[CH:23][CH:22]=[C:21]([O:25][CH3:26])[CH:20]=2)=[O:18])=[CH:11][CH:10]=1)[C:5]([NH:38][O:37][CH3:36])=[O:7])[CH3:2], predict the reactants needed to synthesize it. The reactants are: [CH2:1]([O:3][C@H:4]([CH2:8][C:9]1[CH:14]=[CH:13][C:12]([O:15][CH2:16][C:17]([C:19]2[CH:24]=[CH:23][CH:22]=[C:21]([O:25][CH3:26])[CH:20]=2)=[O:18])=[CH:11][CH:10]=1)[C:5]([OH:7])=O)[CH3:2].F[P-](F)(F)(F)(F)F.C[N+](C)=[C:36](N(C)C)[O:37][N:38]1C2N=CC=CC=2N=N1.C(N(CC)C(C)C)(C)C.[Cl-].CO[NH3+]. (3) Given the product [Br:1][C:2]1[C:15]([F:16])=[CH:14][C:13]2[CH:12]3[CH2:17][CH:10]([CH2:11]3)[N:9]3[C:5](=[N:6][C:7]([C:20]([NH2:22])=[O:21])=[C:8]3[CH2:18][N:23]3[CH2:28][CH2:27][O:26][CH2:25][CH2:24]3)[C:4]=2[CH:3]=1, predict the reactants needed to synthesize it. The reactants are: [Br:1][C:2]1[C:15]([F:16])=[CH:14][C:13]2[CH:12]3[CH2:17][CH:10]([CH2:11]3)[N:9]3[C:5](=[N:6][C:7]([C:20]([NH2:22])=[O:21])=[C:8]3[CH:18]=O)[C:4]=2[CH:3]=1.[NH:23]1[CH2:28][CH2:27][O:26][CH2:25][CH2:24]1. (4) Given the product [Br:12][C:10]1[C:9]([O:13][CH2:14][O:15][CH3:16])=[CH:8][C:7]([O:17][CH2:18][O:19][CH3:20])=[C:6]([CH:11]=1)[C:5]([NH:23][NH2:24])=[O:4], predict the reactants needed to synthesize it. The reactants are: COC[O:4][C:5](=O)[C:6]1[CH:11]=[C:10]([Br:12])[C:9]([O:13][CH2:14][O:15][CH3:16])=[CH:8][C:7]=1[O:17][CH2:18][O:19][CH3:20].O.[NH2:23][NH2:24]. (5) Given the product [CH3:20][C:21]1[N:26]=[C:25]([C:27]2[CH:32]=[CH:31][CH:30]=[CH:29][CH:28]=2)[C:24]([C:33]([N:3]2[CH2:4][C@@H:5]3[C@@H:1]([CH2:6]3)[C@H:2]2[CH2:7][NH:8][C:9]([C:11]2[CH:12]=[CH:13][CH:14]=[C:15]3[O:19][CH:18]=[CH:17][C:16]=23)=[O:10])=[O:34])=[CH:23][N:22]=1, predict the reactants needed to synthesize it. The reactants are: [C@@H:1]12[CH2:6][C@@H:5]1[CH2:4][NH:3][C@@H:2]2[CH2:7][NH:8][C:9]([C:11]1[CH:12]=[CH:13][CH:14]=[C:15]2[O:19][CH:18]=[CH:17][C:16]=12)=[O:10].[CH3:20][C:21]1[N:26]=[C:25]([C:27]2[CH:32]=[CH:31][CH:30]=[CH:29][CH:28]=2)[C:24]([C:33](O)=[O:34])=[CH:23][N:22]=1. (6) The reactants are: [C:1]([O:5][C:6]([NH:8][CH:9]1[CH2:14][CH2:13][N:12]([CH2:15][C:16]([OH:18])=O)[CH2:11][CH2:10]1)=[O:7])([CH3:4])([CH3:3])[CH3:2].[C:19]1([NH2:25])[CH:24]=[CH:23][CH:22]=[CH:21][CH:20]=1.CN(C(ON1N=NC2C=CC=CC1=2)=[N+](C)C)C.[B-](F)(F)(F)F.CCN(C(C)C)C(C)C. Given the product [NH:25]([C:16](=[O:18])[CH2:15][N:12]1[CH2:11][CH2:10][CH:9]([NH:8][C:6](=[O:7])[O:5][C:1]([CH3:2])([CH3:3])[CH3:4])[CH2:14][CH2:13]1)[C:19]1[CH:24]=[CH:23][CH:22]=[CH:21][CH:20]=1, predict the reactants needed to synthesize it. (7) Given the product [C:22]([OH:21])(=[O:23])[CH2:24][CH2:2][CH2:1][CH2:6][C:28]([OH:29])=[O:13], predict the reactants needed to synthesize it. The reactants are: [CH:1]1[CH2:6]CCC[CH:2]=1.OOS([O-])=O.[K+].[O-:13]S([O-])=O.[Na+].[Na+].CC[O:21][C:22]([CH3:24])=[O:23].CN([CH:28]=[O:29])C. (8) Given the product [CH3:18][O:17][C:16]1[CH:15]=[C:14]([C:19]2[CH:20]=[C:21]([CH2:22][OH:23])[CH:25]=[CH:26][N:27]=2)[CH:13]=[C:12]([O:28][CH3:29])[C:11]=1[O:10][CH:7]([CH3:9])[CH3:8], predict the reactants needed to synthesize it. The reactants are: [H-].[Al+3].[Li+].[H-].[H-].[H-].[CH:7]([O:10][C:11]1[C:16]([O:17][CH3:18])=[CH:15][C:14]([C:19]2[CH:20]=[C:21]([CH:25]=[CH:26][N:27]=2)[C:22]([O-])=[O:23])=[CH:13][C:12]=1[O:28][CH3:29])([CH3:9])[CH3:8].[Cl-].[NH4+]. (9) Given the product [I:1][C:2]1[C:3]([O:21][CH3:22])=[CH:4][CH:5]=[C:6]2[C:11]=1[O:10][CH:9]([C:12]([F:15])([F:14])[F:13])[C:8]([C:16]([OH:18])=[O:17])=[CH:7]2, predict the reactants needed to synthesize it. The reactants are: [I:1][C:2]1[C:3]([O:21][CH3:22])=[CH:4][CH:5]=[C:6]2[C:11]=1[O:10][CH:9]([C:12]([F:15])([F:14])[F:13])[C:8]([C:16]([O:18]CC)=[O:17])=[CH:7]2.O.[OH-].[Li+]. (10) Given the product [F:44][C:34]([F:33])([F:43])[C:35]1[NH:39][C:38]([C@@H:40]([NH:42][C:21]([C:20]2[C:14]3[C:15](=[N:16][CH:17]=[C:12]([C:6]4[C:5]5[C:9](=[CH:10][C:2]([F:1])=[CH:3][CH:4]=5)[N:8]([CH3:11])[N:7]=4)[N:13]=3)[N:18]([CH2:24][O:25][CH2:26][CH2:27][Si:28]([CH3:30])([CH3:29])[CH3:31])[CH:19]=2)=[O:22])[CH3:41])=[N:37][CH:36]=1, predict the reactants needed to synthesize it. The reactants are: [F:1][C:2]1[CH:10]=[C:9]2[C:5]([C:6]([C:12]3[N:13]=[C:14]4[C:20]([C:21](O)=[O:22])=[CH:19][N:18]([CH2:24][O:25][CH2:26][CH2:27][Si:28]([CH3:31])([CH3:30])[CH3:29])[C:15]4=[N:16][CH:17]=3)=[N:7][N:8]2[CH3:11])=[CH:4][CH:3]=1.Cl.[F:33][C:34]([F:44])([F:43])[C:35]1[NH:39][C:38]([C@@H:40]([NH2:42])[CH3:41])=[N:37][CH:36]=1.C(N(C(C)C)CC)(C)C.C1CN(C(ON2N=NC3C2=CC=CC=3)=[N+]2CCCC2)CC1.F[P-](F)(F)(F)(F)F.